Dataset: Catalyst prediction with 721,799 reactions and 888 catalyst types from USPTO. Task: Predict which catalyst facilitates the given reaction. (1) Reactant: [C:1](N1C=CN=C1)([N:3]1C=CN=[CH:4]1)=[O:2].[F:13][C:14]([F:49])([F:48])[C:15]1[CH:20]=[CH:19][C:18](/[CH:21]=[CH:22]/[C:23]2[O:24][CH:25]=[C:26]([CH2:28][O:29][C:30]3[CH:35]=[CH:34][C:33]([CH2:36][CH2:37][CH2:38][CH2:39][N:40]4[CH:44]=[CH:43][N:42]=[C:41]4[CH2:45][CH2:46][OH:47])=[CH:32][CH:31]=3)[N:27]=2)=[CH:17][CH:16]=1.CN.O. Product: [CH3:4][NH:3][C:1](=[O:2])[O:47][CH2:46][CH2:45][C:41]1[N:40]([CH2:39][CH2:38][CH2:37][CH2:36][C:33]2[CH:34]=[CH:35][C:30]([O:29][CH2:28][C:26]3[N:27]=[C:23](/[CH:22]=[CH:21]/[C:18]4[CH:19]=[CH:20][C:15]([C:14]([F:48])([F:13])[F:49])=[CH:16][CH:17]=4)[O:24][CH:25]=3)=[CH:31][CH:32]=2)[CH:44]=[CH:43][N:42]=1. The catalyst class is: 1. (2) Reactant: [NH2:1][C:2]1[CH:18]=[CH:17][C:5]2[N:6]=[C:7]([NH:10][CH2:11][CH:12](OC)OC)[CH2:8][O:9][C:4]=2[C:3]=1[C:19]([O:21][CH3:22])=[O:20]. Product: [NH2:1][C:2]1[CH:18]=[CH:17][C:5]2[N:6]3[CH:12]=[CH:11][N:10]=[C:7]3[CH2:8][O:9][C:4]=2[C:3]=1[C:19]([O:21][CH3:22])=[O:20]. The catalyst class is: 209.